From a dataset of Reaction yield outcomes from USPTO patents with 853,638 reactions. Predict the reaction yield, written as a fraction of the theoretical maximum amount of product (1.0 means a 100% yield; for example, 0.34 means a 34% yield). (1) The reactants are [NH2:1][C:2]1[CH:9]=[CH:8][CH:7]=[C:6]([O:10][CH2:11][CH:12]([CH3:14])[CH3:13])[C:3]=1[C:4]#[N:5].[C:15]([O:21][CH2:22][CH3:23])(=[O:20])[CH2:16][C:17]([CH3:19])=O.Cl[Sn](Cl)(Cl)Cl. The catalyst is C1(C)C=CC=CC=1. The product is [NH2:5][C:4]1[C:3]2[C:2](=[CH:9][CH:8]=[CH:7][C:6]=2[O:10][CH2:11][CH:12]([CH3:14])[CH3:13])[N:1]=[C:17]([CH3:19])[C:16]=1[C:15]([O:21][CH2:22][CH3:23])=[O:20]. The yield is 0.690. (2) The reactants are Br[C:2]1[CH:3]=[CH:4][C:5]2=[C:6]([CH:29]=1)[N:7]=[C:8]([NH:21][C:22](=[O:28])[O:23][C:24]([CH3:27])([CH3:26])[CH3:25])[CH2:9][C:10]([C:12](=[O:20])[N:13]([CH2:17][CH2:18][CH3:19])[CH2:14][CH2:15][CH3:16])=[CH:11]2.[OH:30][C:31]1[CH:36]=[CH:35][C:34](B(O)O)=[CH:33][CH:32]=1.O.[K].[K].C1(P(C2C=CC(S(O)(=O)=O)=CC=2)C2C=CC(S(O)(=O)=O)=CC=2)C=CC=CC=1.C(=O)([O-])[O-].[Na+].[Na+]. The catalyst is CC([O-])=O.CC([O-])=O.[Pd+2].C(O)C. The product is [CH2:14]([N:13]([CH2:17][CH2:18][CH3:19])[C:12]([C:10]1=[CH:11][C:5]2[CH:4]=[CH:3][C:2]([C:34]3[CH:35]=[CH:36][C:31]([OH:30])=[CH:32][CH:33]=3)=[CH:29][C:6]=2[N:7]=[C:8]([NH:21][C:22](=[O:28])[O:23][C:24]([CH3:27])([CH3:26])[CH3:25])[CH2:9]1)=[O:20])[CH2:15][CH3:16]. The yield is 0.410. (3) The reactants are Br[C:2]1[N:7]=[C:6]([C:8]([OH:10])=[O:9])[CH:5]=[CH:4][C:3]=1[F:11].[CH2:12]([O:19][C:20]1[CH:25]=[CH:24][C:23](B(O)O)=[C:22]([F:29])[CH:21]=1)[C:13]1[CH:18]=[CH:17][CH:16]=[CH:15][CH:14]=1. The catalyst is C1C=CC(P(C2C=CC=CC=2)[C-]2C=CC=C2)=CC=1.C1C=CC(P(C2C=CC=CC=2)[C-]2C=CC=C2)=CC=1.Cl[Pd]Cl.[Fe+2].C(Cl)Cl. The product is [CH2:12]([O:19][C:20]1[CH:25]=[CH:24][C:23]([C:2]2[N:7]=[C:6]([C:8]([OH:10])=[O:9])[CH:5]=[CH:4][C:3]=2[F:11])=[C:22]([F:29])[CH:21]=1)[C:13]1[CH:14]=[CH:15][CH:16]=[CH:17][CH:18]=1. The yield is 0.280. (4) The reactants are [CH2:1]([N:8]1[C:16]2[C:11](=[N:12][C:13]([Cl:17])=[CH:14][CH:15]=2)[CH:10]=[C:9]1Br)[C:2]1[CH:7]=[CH:6][CH:5]=[CH:4][CH:3]=1.C([Sn](CCCC)(CCCC)[C:24]1[CH:29]=[CH:28][CH:27]=[CH:26][N:25]=1)CCC. The catalyst is C1(C)C=CC=CC=1.C1C=CC([P]([Pd]([P](C2C=CC=CC=2)(C2C=CC=CC=2)C2C=CC=CC=2)([P](C2C=CC=CC=2)(C2C=CC=CC=2)C2C=CC=CC=2)[P](C2C=CC=CC=2)(C2C=CC=CC=2)C2C=CC=CC=2)(C2C=CC=CC=2)C2C=CC=CC=2)=CC=1. The product is [CH2:1]([N:8]1[C:16]2[C:11](=[N:12][C:13]([Cl:17])=[CH:14][CH:15]=2)[CH:10]=[C:9]1[C:24]1[CH:29]=[CH:28][CH:27]=[CH:26][N:25]=1)[C:2]1[CH:7]=[CH:6][CH:5]=[CH:4][CH:3]=1. The yield is 0.400. (5) The reactants are [Cl:1][C:2]1[CH:7]=[C:6]([O:8][CH2:9][C:10]2([C:13]([N:15]3[C:24]4[C:19](=[CH:20][CH:21]=[CH:22][CH:23]=4)[N:18]([CH:25]4[CH2:27][CH2:26]4)[CH2:17][CH2:16]3)=[O:14])[CH2:12][CH2:11]2)[C:5]([Cl:28])=[CH:4][C:3]=1[CH2:29][CH2:30][C:31]([O:33]C(C)(C)C)=[O:32].C[Si](Br)(C)C. The catalyst is ClCCl. The product is [Cl:1][C:2]1[CH:7]=[C:6]([O:8][CH2:9][C:10]2([C:13]([N:15]3[C:24]4[C:19](=[CH:20][CH:21]=[CH:22][CH:23]=4)[N:18]([CH:25]4[CH2:26][CH2:27]4)[CH2:17][CH2:16]3)=[O:14])[CH2:12][CH2:11]2)[C:5]([Cl:28])=[CH:4][C:3]=1[CH2:29][CH2:30][C:31]([OH:33])=[O:32]. The yield is 0.130.